This data is from Reaction yield outcomes from USPTO patents with 853,638 reactions. The task is: Predict the reaction yield, written as a fraction of the theoretical maximum amount of product (1.0 means a 100% yield; for example, 0.34 means a 34% yield). (1) The reactants are [NH:1]1[CH:5]=[CH:4][N:3]=[C:2]1[CH2:6][CH:7]1[C:16]2[C:11](=[CH:12][CH:13]=[CH:14][CH:15]=2)[N:10](S(C2C=CC(C)=CC=2)(=O)=O)[CH2:9][CH2:8]1.Br.C1(OC)C=CC=CC=1.[OH-].[Na+]. The yield is 0.690. The product is [NH:1]1[CH:5]=[CH:4][N:3]=[C:2]1[CH2:6][CH:7]1[C:16]2[C:11](=[CH:12][CH:13]=[CH:14][CH:15]=2)[NH:10][CH2:9][CH2:8]1. The catalyst is C(O)(=O)C.C(OCC)(=O)C. (2) The catalyst is ClCCl. The yield is 0.600. The product is [Br:8][C:9]1[C:10]([F:19])=[C:11]2[C:17]([NH:18][C:24]([C:21]3([O:27][CH3:28])[CH2:23][CH2:22]3)=[O:26])=[CH:16][NH:15][C:12]2=[N:13][CH:14]=1. The reactants are C(N(CC)CC)C.[Br:8][C:9]1[C:10]([F:19])=[C:11]2[C:17]([NH2:18])=[CH:16][NH:15][C:12]2=[N:13][CH:14]=1.C[C:21]1([C:24]([OH:26])=O)[CH2:23][CH2:22]1.[O:27]=[C:28]1N(P(Cl)(N2CCOC2=O)=O)CCO1.